Task: Predict the reaction yield, written as a fraction of the theoretical maximum amount of product (1.0 means a 100% yield; for example, 0.34 means a 34% yield).. Dataset: Reaction yield outcomes from USPTO patents with 853,638 reactions (1) The product is [F:20][C:21]1[CH:26]=[CH:25][C:24]([NH:27][C:28](=[O:34])[O:29][C:30]([CH3:31])([CH3:33])[CH3:32])=[C:23]([NH:35][C:8]2[N:13]=[C:12]([S:14][C:15]#[N:16])[C:11]([N+:17]([O-:19])=[O:18])=[CH:10][N:9]=2)[CH:22]=1. The reactants are C(=O)([O-])[O-].[K+].[K+].Cl[C:8]1[N:13]=[C:12]([S:14][C:15]#[N:16])[C:11]([N+:17]([O-:19])=[O:18])=[CH:10][N:9]=1.[F:20][C:21]1[CH:26]=[CH:25][C:24]([NH:27][C:28](=[O:34])[O:29][C:30]([CH3:33])([CH3:32])[CH3:31])=[C:23]([N+:35]([O-])=O)[CH:22]=1. The catalyst is C(#N)C.[Cl-].[Na+].O. The yield is 0.710. (2) The reactants are [N+:1]([C:4]1[CH:9]=[CH:8][C:7]([NH:10][C:11]([NH:13][CH2:14][C:15]([OH:17])=O)=[O:12])=[CH:6][CH:5]=1)([O-:3])=[O:2].Cl. The catalyst is O. The product is [N+:1]([C:4]1[CH:5]=[CH:6][C:7]([N:10]2[C:15](=[O:17])[CH2:14][NH:13][C:11]2=[O:12])=[CH:8][CH:9]=1)([O-:3])=[O:2]. The yield is 0.870. (3) The reactants are [C:1]([O:5][C:6]([N:8]1[CH2:13][CH2:12][CH:11]([NH:14][C:15]2[CH:20]=[CH:19][C:18]([CH3:21])=[CH:17][C:16]=2[N+:22]([O-])=O)[CH2:10][CH2:9]1)=[O:7])([CH3:4])([CH3:3])[CH3:2]. The catalyst is C1COCC1.CO.[Pd]. The product is [C:1]([O:5][C:6]([N:8]1[CH2:13][CH2:12][CH:11]([NH:14][C:15]2[CH:20]=[CH:19][C:18]([CH3:21])=[CH:17][C:16]=2[NH2:22])[CH2:10][CH2:9]1)=[O:7])([CH3:4])([CH3:3])[CH3:2]. The yield is 1.00. (4) The catalyst is C1COCC1. The product is [CH3:12][O:13][C:14]1[N:15]=[C:16]([CH2:20][CH2:21][OH:22])[CH:17]=[CH:18][CH:19]=1. The reactants are C([Li])CCC.CCCCCC.[CH3:12][O:13][C:14]1[CH:19]=[CH:18][CH:17]=[C:16]([CH3:20])[N:15]=1.[CH2:21]=[O:22].[Na+].[Cl-]. The yield is 0.370. (5) The reactants are [C:1]([O:7][CH2:8][CH3:9])(=[O:6])[CH2:2][C:3]([O-:5])=[O:4].[H-].[Na+].Br[C:13]1[C:14]([F:24])=[C:15]2[C:20](=[CH:21][C:22]=1[F:23])[N:19]=[CH:18][CH:17]=[CH:16]2.Cl.O1CCO[CH2:28][CH2:27]1. The catalyst is O.COC(C)(C)C. The product is [CH2:8]([O:7][C:1](=[O:6])[CH:2]([C:13]1[C:14]([F:24])=[C:15]2[C:20](=[CH:21][C:22]=1[F:23])[N:19]=[CH:18][CH:17]=[CH:16]2)[C:3]([O:5][CH2:27][CH3:28])=[O:4])[CH3:9]. The yield is 0.354. (6) The reactants are Br[CH2:2][CH2:3][N:4]1[C:8]([CH2:9]Br)=[CH:7][C:6]([N+:11]([O-:13])=[O:12])=[N:5]1.[CH3:14][NH2:15]. The catalyst is C1COCC1. The product is [CH3:14][N:15]1[CH2:2][CH2:3][N:4]2[N:5]=[C:6]([N+:11]([O-:13])=[O:12])[CH:7]=[C:8]2[CH2:9]1. The yield is 0.970.